From a dataset of Catalyst prediction with 721,799 reactions and 888 catalyst types from USPTO. Predict which catalyst facilitates the given reaction. (1) Reactant: [CH3:1][O:2][C:3](=[O:25])[C@H:4]([CH2:10][CH2:11][CH2:12][CH2:13][NH:14][C:15]([O:17][CH2:18][C:19]1[CH:24]=[CH:23][CH:22]=[CH:21][CH:20]=1)=[O:16])[NH:5][CH2:6][CH:7]([CH3:9])[CH3:8].[CH3:26][C:27]1[CH:32]=[CH:31][C:30]([S:33](Cl)(=[O:35])=[O:34])=[CH:29][CH:28]=1.C(N(C(C)C)CC)(C)C.Cl. Product: [CH3:1][O:2][C:3](=[O:25])[C@H:4]([CH2:10][CH2:11][CH2:12][CH2:13][NH:14][C:15]([O:17][CH2:18][C:19]1[CH:20]=[CH:21][CH:22]=[CH:23][CH:24]=1)=[O:16])[N:5]([CH2:6][CH:7]([CH3:9])[CH3:8])[S:33]([C:30]1[CH:31]=[CH:32][C:27]([CH3:26])=[CH:28][CH:29]=1)(=[O:35])=[O:34]. The catalyst class is: 2. (2) Reactant: [NH2:1][C:2]1[S:3][CH:4]=[CH:5][N:6]=1.C(N(CC)CC)C.[Cl-].ClC1N(C)CC[NH+]1C.[OH:23][C:24]1[CH:25]=[C:26]([O:33][CH:34]([CH3:36])[CH3:35])[CH:27]=[C:28]([CH:32]=1)[C:29](O)=[O:30].[Cl-].[NH4+]. Product: [OH:23][C:24]1[CH:25]=[C:26]([O:33][CH:34]([CH3:36])[CH3:35])[CH:27]=[C:28]([CH:32]=1)[C:29]([NH:1][C:2]1[S:3][CH:4]=[CH:5][N:6]=1)=[O:30]. The catalyst class is: 22. (3) Product: [CH2:26]([O:28][C:29](=[O:33])[CH2:30][N:31]1[C:12]([C:14]2[CH:23]=[CH:22][C:17]3[O:18][CH2:19][CH2:20][O:21][C:16]=3[CH:15]=2)=[CH:11][C:10]([NH:9][C:4]2[CH:5]=[CH:6][C:7]([F:8])=[C:2]([F:1])[CH:3]=2)=[N:32]1)[CH3:27]. The catalyst class is: 218. Reactant: [F:1][C:2]1[CH:3]=[C:4]([NH:9]/[C:10](/SC)=[CH:11]/[C:12]([C:14]2[CH:23]=[CH:22][C:17]3[O:18][CH2:19][CH2:20][O:21][C:16]=3[CH:15]=2)=O)[CH:5]=[CH:6][C:7]=1[F:8].[CH2:26]([O:28][C:29](=[O:33])[CH2:30][NH:31][NH2:32])[CH3:27].Cl.C([O-])([O-])=O.[K+].[K+].